From a dataset of NCI-60 drug combinations with 297,098 pairs across 59 cell lines. Regression. Given two drug SMILES strings and cell line genomic features, predict the synergy score measuring deviation from expected non-interaction effect. (1) Drug 1: CCCS(=O)(=O)NC1=C(C(=C(C=C1)F)C(=O)C2=CNC3=C2C=C(C=N3)C4=CC=C(C=C4)Cl)F. Drug 2: CC=C1C(=O)NC(C(=O)OC2CC(=O)NC(C(=O)NC(CSSCCC=C2)C(=O)N1)C(C)C)C(C)C. Cell line: T-47D. Synergy scores: CSS=18.8, Synergy_ZIP=-10.9, Synergy_Bliss=-4.36, Synergy_Loewe=-33.4, Synergy_HSA=-5.51. (2) Drug 1: CCC1(CC2CC(C3=C(CCN(C2)C1)C4=CC=CC=C4N3)(C5=C(C=C6C(=C5)C78CCN9C7C(C=CC9)(C(C(C8N6C=O)(C(=O)OC)O)OC(=O)C)CC)OC)C(=O)OC)O.OS(=O)(=O)O. Drug 2: CC1C(C(CC(O1)OC2CC(CC3=C2C(=C4C(=C3O)C(=O)C5=C(C4=O)C(=CC=C5)OC)O)(C(=O)CO)O)N)O.Cl. Cell line: SR. Synergy scores: CSS=56.4, Synergy_ZIP=4.16, Synergy_Bliss=3.60, Synergy_Loewe=-1.19, Synergy_HSA=5.58. (3) Drug 1: CCC1=CC2CC(C3=C(CN(C2)C1)C4=CC=CC=C4N3)(C5=C(C=C6C(=C5)C78CCN9C7C(C=CC9)(C(C(C8N6C)(C(=O)OC)O)OC(=O)C)CC)OC)C(=O)OC.C(C(C(=O)O)O)(C(=O)O)O. Drug 2: C(=O)(N)NO. Cell line: NCI-H322M. Synergy scores: CSS=11.8, Synergy_ZIP=2.17, Synergy_Bliss=-0.542, Synergy_Loewe=-43.1, Synergy_HSA=-1.44.